From a dataset of Full USPTO retrosynthesis dataset with 1.9M reactions from patents (1976-2016). Predict the reactants needed to synthesize the given product. (1) Given the product [I:1][C:2]1[CH:7]=[CH:6][C:5]([C:8]2([CH3:9])[O:13][CH2:12][CH2:11][O:10]2)=[CH:4][CH:3]=1, predict the reactants needed to synthesize it. The reactants are: [I:1][C:2]1[CH:7]=[CH:6][C:5]([C:8](=[O:10])[CH3:9])=[CH:4][CH:3]=1.[CH2:11](O)[CH2:12][OH:13]. (2) The reactants are: [H-].[Na+].[F:3][C:4]1[CH:5]=[C:6]([OH:18])[CH:7]=[CH:8][C:9]=1[CH2:10][N:11]1[CH2:16][CH2:15][N:14]([CH3:17])[CH2:13][CH2:12]1.CS(O[CH:24]1[CH2:27][N:26]([C:28]([O:30][C:31]([CH3:34])([CH3:33])[CH3:32])=[O:29])[CH2:25]1)(=O)=O.[OH-].[Na+]. Given the product [F:3][C:4]1[CH:5]=[C:6]([CH:7]=[CH:8][C:9]=1[CH2:10][N:11]1[CH2:12][CH2:13][N:14]([CH3:17])[CH2:15][CH2:16]1)[O:18][CH:24]1[CH2:25][N:26]([C:28]([O:30][C:31]([CH3:34])([CH3:33])[CH3:32])=[O:29])[CH2:27]1, predict the reactants needed to synthesize it.